From a dataset of Full USPTO retrosynthesis dataset with 1.9M reactions from patents (1976-2016). Predict the reactants needed to synthesize the given product. (1) Given the product [CH3:23][C:24]1[CH:25]=[C:26]([C:7](=[O:12])[CH2:8][C:9]([O:10][CH2:5][CH3:13])=[O:11])[CH:30]=[CH:31][C:32]=1[N+:33]([O-:35])=[O:34], predict the reactants needed to synthesize it. The reactants are: ClCCl.C[C:5]1([CH3:13])[O:10][C:9](=[O:11])[CH2:8][C:7](=[O:12])O1.CN(C1C=CC=CN=1)C.[CH3:23][C:24]1[CH:25]=[C:26]([CH:30]=[CH:31][C:32]=1[N+:33]([O-:35])=[O:34])C(Cl)=O. (2) Given the product [Cl:25][C:15]1[C:14]2[C:18](=[CH:19][C:8]([C:3]3[CH:4]=[CH:5][CH:6]=[CH:7][C:2]=3[Cl:1])=[C:9]3[C:13]=2[C:12](=[O:23])[NH:11][C:10]3=[O:24])[N:17]([CH3:20])[C:16]=1[CH:21]=[O:22], predict the reactants needed to synthesize it. The reactants are: [Cl:1][C:2]1[CH:7]=[CH:6][CH:5]=[CH:4][C:3]=1[C:8]1[CH:19]=[C:18]2[C:14]([CH:15]=[C:16]([CH:21]=[O:22])[N:17]2[CH3:20])=[C:13]2[C:9]=1[C:10](=[O:24])[NH:11][C:12]2=[O:23].[Cl:25]N1C(=O)CCC1=O. (3) The reactants are: [CH2:1]([O:8][C:9]1[CH:16]=[C:15]([NH:17][NH2:18])[CH:14]=[CH:13][C:10]=1[C:11]#[N:12])[C:2]1[CH:7]=[CH:6][CH:5]=[CH:4][CH:3]=1.[CH:19]1([CH:24]=[C:25]2[CH2:34][CH2:33][C:32]3[CH:31]=[C:30]([C:35]([O:37][CH3:38])=[O:36])[CH:29]=[CH:28][C:27]=3[C:26]2=O)[CH2:23][CH2:22][CH2:21][CH2:20]1. Given the product [CH2:1]([O:8][C:9]1[CH:16]=[C:15]([N:17]2[CH:24]([CH:19]3[CH2:20][CH2:21][CH2:22][CH2:23]3)[CH:25]3[C:26]([C:27]4[CH:28]=[CH:29][C:30]([C:35]([O:37][CH3:38])=[O:36])=[CH:31][C:32]=4[CH2:33][CH2:34]3)=[N:18]2)[CH:14]=[CH:13][C:10]=1[C:11]#[N:12])[C:2]1[CH:3]=[CH:4][CH:5]=[CH:6][CH:7]=1, predict the reactants needed to synthesize it. (4) Given the product [Cl:1][C:2]1[CH:7]=[C:6]([CH2:8][N:43]2[C:38]([C:36](=[O:37])[C:35]3[CH:49]=[C:50]([CH3:52])[CH:51]=[C:33]([Cl:32])[CH:34]=3)=[C:39]([CH:46]([CH3:47])[CH3:48])[C:40](=[O:45])[NH:41][C:42]2=[O:44])[CH:5]=[C:4]([NH:10][CH2:11][C:12]2[CH:17]=[CH:16][C:15]([O:18][CH3:19])=[CH:14][CH:13]=2)[N:3]=1, predict the reactants needed to synthesize it. The reactants are: [Cl:1][C:2]1[CH:7]=[C:6]([CH2:8]O)[CH:5]=[C:4]([NH:10][CH2:11][C:12]2[CH:17]=[CH:16][C:15]([O:18][CH3:19])=[CH:14][CH:13]=2)[N:3]=1.C(N(CC)CC)C.CS(Cl)(=O)=O.[Cl:32][C:33]1[CH:34]=[C:35]([CH:49]=[C:50]([CH3:52])[CH:51]=1)[C:36]([C:38]1[NH:43][C:42](=[O:44])[NH:41][C:40](=[O:45])[C:39]=1[CH:46]([CH3:48])[CH3:47])=[O:37].C(=O)([O-])[O-].[K+].[K+].[I-].[Li+]. (5) Given the product [N:1]1([C:9](=[O:10])[CH2:8][C:7](=[O:11])[CH3:6])[CH2:5][CH2:4][CH2:3][CH2:2]1, predict the reactants needed to synthesize it. The reactants are: [NH:1]1[CH2:5][CH2:4][CH2:3][CH2:2]1.[CH2:6]=[C:7]1[O:11][C:9](=[O:10])[CH2:8]1. (6) Given the product [CH2:24]([CH:26]([CH2:30][CH3:31])[CH2:27][C:4]([C:6]1[CH:7]=[CH:8][C:9]2[O:13][C:12]([CH2:14][CH2:15][N:16]3[CH2:20][CH2:19][CH2:18][C@H:17]3[CH3:21])=[CH:11][C:10]=2[CH:22]=1)=[O:5])[CH3:25], predict the reactants needed to synthesize it. The reactants are: CON(C)[C:4]([C:6]1[CH:7]=[CH:8][C:9]2[O:13][C:12]([CH2:14][CH2:15][N:16]3[CH2:20][CH2:19][CH2:18][C@H:17]3[CH3:21])=[CH:11][C:10]=2[CH:22]=1)=[O:5].[CH2:24]([CH:26]([CH2:30][CH3:31])[CH2:27][Mg]Br)[CH3:25]. (7) Given the product [CH3:49][NH:45][C:30](=[O:32])[CH:29]([C:26]1[CH:25]=[CH:24][C:23]([C:21]2[CH:20]=[CH:19][C:18]3[N:14]([C:10]4[CH:11]=[CH:12][CH:13]=[C:8]([NH:7][C:5]([NH:4][CH2:3][C:2]([F:35])([F:1])[F:34])=[O:6])[CH:9]=4)[CH:15]=[N:16][C:17]=3[CH:22]=2)=[CH:28][CH:27]=1)[CH3:33], predict the reactants needed to synthesize it. The reactants are: [F:1][C:2]([F:35])([F:34])[CH2:3][NH:4][C:5]([NH:7][C:8]1[CH:9]=[C:10]([N:14]2[C:18]3[CH:19]=[CH:20][C:21]([C:23]4[CH:28]=[CH:27][C:26]([CH:29]([CH3:33])[C:30]([OH:32])=O)=[CH:25][CH:24]=4)=[CH:22][C:17]=3[N:16]=[CH:15]2)[CH:11]=[CH:12][CH:13]=1)=[O:6].CN.F[P-](F)(F)(F)(F)F.[N:45]1(O[P+](N(C)C)(N(C)C)N(C)C)[C:49]2C=CC=CC=2N=N1.C(N(CC)C(C)C)(C)C.